Dataset: Catalyst prediction with 721,799 reactions and 888 catalyst types from USPTO. Task: Predict which catalyst facilitates the given reaction. (1) Reactant: [Cl:1][C:2]1[N:7]2[N:8]=[C:9]([C:11]3[CH:20]=[CH:19][C:18]4[CH2:17][CH2:16][CH2:15][CH2:14][C:13]=4[CH:12]=3)[CH:10]=[C:6]2[N:5]=[C:4]([CH3:21])[C:3]=1[CH:22]([OH:27])[C:23]([O:25][CH3:26])=[O:24].CC(OI1(OC(C)=O)(OC(C)=O)OC(=O)C2C=CC=CC1=2)=O. Product: [Cl:1][C:2]1[N:7]2[N:8]=[C:9]([C:11]3[CH:20]=[CH:19][C:18]4[CH2:17][CH2:16][CH2:15][CH2:14][C:13]=4[CH:12]=3)[CH:10]=[C:6]2[N:5]=[C:4]([CH3:21])[C:3]=1[C:22](=[O:27])[C:23]([O:25][CH3:26])=[O:24]. The catalyst class is: 124. (2) Reactant: [CH2:1]([N:8]1[CH2:13][CH2:12][C@H:11]([CH:14]([NH2:16])[CH3:15])[C@@H:10]([C:17]2[CH:22]=[CH:21][C:20]([Cl:23])=[CH:19][CH:18]=2)[CH2:9]1)[C:2]1[CH:7]=[CH:6][CH:5]=[CH:4][CH:3]=1.Br[C:25]1[CH:30]=[CH:29][C:28]([C:31]#[N:32])=[CH:27][N:26]=1.CCN(C(C)C)C(C)C. Product: [CH2:1]([N:8]1[CH2:13][CH2:12][C@H:11]([CH:14]([NH:16][C:25]2[CH:30]=[CH:29][C:28]([C:31]#[N:32])=[CH:27][N:26]=2)[CH3:15])[C@@H:10]([C:17]2[CH:22]=[CH:21][C:20]([Cl:23])=[CH:19][CH:18]=2)[CH2:9]1)[C:2]1[CH:3]=[CH:4][CH:5]=[CH:6][CH:7]=1. The catalyst class is: 3. (3) Product: [C:1]([O:5][C:6]([N:8]1[CH2:9][CH2:10][CH:11]([C:14](=[O:16])[NH:18][CH:43]([CH2:44][CH2:45][CH2:46][C:47]2[CH:48]=[N:49][CH:50]=[CH:51][CH:52]=2)[CH2:42][CH2:41][CH2:40][C:36]2[CH:35]=[N:34][CH:39]=[CH:38][CH:37]=2)[CH2:12][CH2:13]1)=[O:7])([CH3:2])([CH3:3])[CH3:4]. Reactant: [C:1]([O:5][C:6]([N:8]1[CH2:13][CH2:12][CH:11]([C:14]([OH:16])=O)[CH2:10][CH2:9]1)=[O:7])([CH3:4])([CH3:3])[CH3:2].O[N:18]1C2C=CC=CC=2N=N1.C(N(CC)CC)C.[N:34]1[CH:39]=[CH:38][CH:37]=[C:36]([CH2:40][CH2:41][CH2:42][CH:43](O)[CH2:44][CH2:45][CH2:46][C:47]2[CH:48]=[N:49][CH:50]=[CH:51][CH:52]=2)[CH:35]=1.Cl.CN(C)CCCN=C=NCC. The catalyst class is: 3. (4) Reactant: [SH:1][C:2]1[CH:10]=[CH:9][CH:8]=[C:7]2[C:3]=1[CH2:4][CH2:5][C:6]2=[O:11].C1(P(C2C=CC=CC=2)C2C3OC4C(=CC=CC=4P(C4C=CC=CC=4)C4C=CC=CC=4)C(C)(C)C=3C=CC=2)C=CC=CC=1.Br[C:55]1[C:62]([CH3:63])=[CH:61][C:58]([C:59]#[N:60])=[CH:57][C:56]=1[CH3:64].C(N(C(C)C)CC)(C)C.N#N. Product: [CH3:64][C:56]1[CH:57]=[C:58]([CH:61]=[C:62]([CH3:63])[C:55]=1[S:1][C:2]1[CH:10]=[CH:9][CH:8]=[C:7]2[C:3]=1[CH2:4][CH2:5][C:6]2=[O:11])[C:59]#[N:60]. The catalyst class is: 12. (5) Reactant: [CH3:1][O:2][C:3]1[CH:29]=[CH:28][C:6]([CH2:7][N:8]2[CH2:12][CH:11]([CH2:13][CH2:14][O:15]S(C3C=CC(C)=CC=3)(=O)=O)[N:10]([CH3:26])[C:9]2=[O:27])=[CH:5][CH:4]=1.[CH2:30]([O:32][C:33](=[O:45])[C:34]([O:37][C:38]1[CH:43]=[CH:42][C:41](O)=[CH:40][CH:39]=1)([CH3:36])[CH3:35])[CH3:31].N#N. Product: [CH2:30]([O:32][C:33](=[O:45])[C:34]([O:37][C:38]1[CH:43]=[CH:42][C:41]([O:15][CH2:14][CH2:13][CH:11]2[CH2:12][N:8]([CH2:7][C:6]3[CH:5]=[CH:4][C:3]([O:2][CH3:1])=[CH:29][CH:28]=3)[C:9](=[O:27])[N:10]2[CH3:26])=[CH:40][CH:39]=1)([CH3:36])[CH3:35])[CH3:31]. The catalyst class is: 3.